The task is: Predict which catalyst facilitates the given reaction.. This data is from Catalyst prediction with 721,799 reactions and 888 catalyst types from USPTO. Reactant: [Cl:1][C:2]1[CH:7]=[C:6]([O:8]C2CCCCO2)[CH:5]=[CH:4][C:3]=1[N:15]1[CH2:20][CH2:19][N:18]([C:21]([O:23][C:24]([CH3:27])([CH3:26])[CH3:25])=[O:22])[CH2:17][CH2:16]1.C1(C)C=CC(S([O-])(=O)=O)=CC=1.[NH+]1C=CC=CC=1. Product: [Cl:1][C:2]1[CH:7]=[C:6]([OH:8])[CH:5]=[CH:4][C:3]=1[N:15]1[CH2:20][CH2:19][N:18]([C:21]([O:23][C:24]([CH3:27])([CH3:26])[CH3:25])=[O:22])[CH2:17][CH2:16]1. The catalyst class is: 8.